This data is from Forward reaction prediction with 1.9M reactions from USPTO patents (1976-2016). The task is: Predict the product of the given reaction. (1) Given the reactants [CH3:1][O-:2].[Na+].[Br:4][C:5]1[CH:6]=[C:7]2[C:12](=[CH:13][CH:14]=1)[N:11]=[C:10](Cl)[C:9]([CH3:16])=[C:8]2[Cl:17].ClCCl, predict the reaction product. The product is: [Br:4][C:5]1[CH:6]=[C:7]2[C:12](=[CH:13][CH:14]=1)[N:11]=[C:10]([O:2][CH3:1])[C:9]([CH3:16])=[C:8]2[Cl:17]. (2) The product is: [Br:1][C:2]1[CH:8]=[CH:7][C:5]([N:6]2[CH2:15][CH2:14][N:13]([C:24]([O:26][C:27]([CH3:30])([CH3:29])[CH3:28])=[O:25])[CH2:12][CH2:11]2)=[CH:4][CH:3]=1. Given the reactants [Br:1][C:2]1[CH:8]=[CH:7][C:5]([NH2:6])=[CH:4][CH:3]=1.Cl.Cl[CH2:11][CH2:12][NH:13][CH2:14][CH2:15]Cl.C(N(CC)CC)C.[C:24](O[C:24]([O:26][C:27]([CH3:30])([CH3:29])[CH3:28])=[O:25])([O:26][C:27]([CH3:30])([CH3:29])[CH3:28])=[O:25], predict the reaction product.